Dataset: Catalyst prediction with 721,799 reactions and 888 catalyst types from USPTO. Task: Predict which catalyst facilitates the given reaction. (1) Reactant: [C:1]([C:5]1[CH:10]=[CH:9][C:8]([S:11]([N:14]2[C:20]3[CH:21]=[C:22]([C:25]([NH:27][NH2:28])=[O:26])[CH:23]=[CH:24][C:19]=3[NH:18][C:17]3[N:29]=[C:30]([C:33]([F:36])([F:35])[F:34])[CH:31]=[CH:32][C:16]=3[CH2:15]2)(=[O:13])=[O:12])=[CH:7][CH:6]=1)([CH3:4])([CH3:3])[CH3:2].C([O-])(O)=O.[Na+].[N:42]#[C:43]Br. Product: [C:1]([C:5]1[CH:6]=[CH:7][C:8]([S:11]([N:14]2[C:20]3[CH:21]=[C:22]([C:25]4[O:26][C:43]([NH2:42])=[N:28][N:27]=4)[CH:23]=[CH:24][C:19]=3[NH:18][C:17]3[N:29]=[C:30]([C:33]([F:35])([F:36])[F:34])[CH:31]=[CH:32][C:16]=3[CH2:15]2)(=[O:13])=[O:12])=[CH:9][CH:10]=1)([CH3:4])([CH3:2])[CH3:3]. The catalyst class is: 12. (2) Reactant: [NH2:1][CH2:2][C:3]1[CH:8]=[CH:7][CH:6]=[CH:5][C:4]=1[NH2:9].C(N(CC)CC)C.Cl[C:18]([O:20][CH2:21][C:22]1[CH:27]=[CH:26][CH:25]=[CH:24][CH:23]=1)=[O:19]. Product: [CH2:21]([O:20][C:18](=[O:19])[NH:1][CH2:2][C:3]1[CH:8]=[CH:7][CH:6]=[CH:5][C:4]=1[NH2:9])[C:22]1[CH:27]=[CH:26][CH:25]=[CH:24][CH:23]=1. The catalyst class is: 4. (3) Reactant: [F:1][C:2]1[CH:14]=[C:13]([CH3:15])[C:12]([F:16])=[CH:11][C:3]=1[C:4]([NH:6][S:7]([CH3:10])(=[O:9])=[O:8])=[O:5].[Br:17]N1C(=O)CCC1=O.N(C(C)(C)C#N)=NC(C)(C)C#N. Product: [Br:17][CH2:15][C:13]1[C:12]([F:16])=[CH:11][C:3]([C:4]([NH:6][S:7]([CH3:10])(=[O:8])=[O:9])=[O:5])=[C:2]([F:1])[CH:14]=1. The catalyst class is: 26. (4) Reactant: [F:1][C:2]1[CH:7]=[CH:6][C:5]([N:8]2[CH2:13][CH2:12][N:11]([S:14]([C:17]3[S:21][C:20]([N:22]4[CH2:26][CH2:25][CH2:24][CH:23]4[C:27](O)=[O:28])=[CH:19][CH:18]=3)(=[O:16])=[O:15])[C@H:10]([CH3:30])[CH2:9]2)=[C:4]([C:31]([F:34])([F:33])[F:32])[CH:3]=1.C1N=C[N:37](C(N2C=NC=C2)=O)C=1.[NH4+].[OH-].Cl. Product: [F:1][C:2]1[CH:7]=[CH:6][C:5]([N:8]2[CH2:13][CH2:12][N:11]([S:14]([C:17]3[S:21][C:20]([N:22]4[CH2:26][CH2:25][CH2:24][CH:23]4[C:27]([NH2:37])=[O:28])=[CH:19][CH:18]=3)(=[O:16])=[O:15])[C@H:10]([CH3:30])[CH2:9]2)=[C:4]([C:31]([F:33])([F:32])[F:34])[CH:3]=1. The catalyst class is: 56. (5) The catalyst class is: 1. Reactant: [Cl:1][C:2]1[CH:3]=[N:4][CH:5]=[C:6]([Cl:29])[C:7]=1[NH:8][C:9]([C:11]1[C:19]2[C:18]3[CH:20]=[C:21]([NH2:24])[CH:22]=[CH:23][C:17]=3[O:16][C:15]=2[C:14]([O:25][CH:26]([F:28])[F:27])=[CH:13][CH:12]=1)=[O:10].[C:30](Cl)(=[O:32])[CH3:31].N1C=CC=CC=1. Product: [Cl:1][C:2]1[CH:3]=[N:4][CH:5]=[C:6]([Cl:29])[C:7]=1[NH:8][C:9]([C:11]1[C:19]2[C:18]3[CH:20]=[C:21]([NH:24][C:30](=[O:32])[CH3:31])[CH:22]=[CH:23][C:17]=3[O:16][C:15]=2[C:14]([O:25][CH:26]([F:27])[F:28])=[CH:13][CH:12]=1)=[O:10]. (6) Reactant: [F:1][C:2]([F:45])([F:44])[C:3]1[CH:4]=[C:5]([C:13]2([C:40]([F:43])([F:42])[F:41])[CH2:17][CH2:16][N:15]([C:18]3[N:23]=[CH:22][C:21]([CH2:24][N:25]4C(=O)C5C(=CC=CC=5)C4=O)=[C:20]([C:36]([F:39])([F:38])[F:37])[CH:19]=3)[CH2:14]2)[CH:6]=[C:7]([C:9]([F:12])([F:11])[F:10])[CH:8]=1.O.NN. Product: [F:45][C:2]([F:1])([F:44])[C:3]1[CH:4]=[C:5]([C:13]2([C:40]([F:41])([F:42])[F:43])[CH2:17][CH2:16][N:15]([C:18]3[N:23]=[CH:22][C:21]([CH2:24][NH2:25])=[C:20]([C:36]([F:37])([F:38])[F:39])[CH:19]=3)[CH2:14]2)[CH:6]=[C:7]([C:9]([F:12])([F:11])[F:10])[CH:8]=1. The catalyst class is: 8. (7) Reactant: Br[C:2]1[CH:3]=[CH:4][CH:5]=[C:6]2[C:11]=1[N:10]=[CH:9][CH:8]=[CH:7]2.[Li]CCCC.[C:17]1(=[O:26])[C:25]2[C:20](=[CH:21][CH:22]=[CH:23][CH:24]=2)[CH2:19][CH2:18]1.Cl. Product: [N:10]1[C:11]2[C:6](=[CH:5][CH:4]=[CH:3][C:2]=2[C:17]2([OH:26])[C:25]3[C:20](=[CH:21][CH:22]=[CH:23][CH:24]=3)[CH2:19][CH2:18]2)[CH:7]=[CH:8][CH:9]=1. The catalyst class is: 1.